From a dataset of Reaction yield outcomes from USPTO patents with 853,638 reactions. Predict the reaction yield, written as a fraction of the theoretical maximum amount of product (1.0 means a 100% yield; for example, 0.34 means a 34% yield). (1) The reactants are [CH2:1]([C@@H:8]1[NH:13][CH2:12][CH2:11][N:10]([C:14]2[CH:19]=[CH:18][C:17]([O:20][CH3:21])=[C:16]([O:22][CH:23]3[CH2:27][CH2:26][CH2:25][CH2:24]3)[CH:15]=2)[CH2:9]1)[C:2]1[CH:7]=[CH:6][CH:5]=[CH:4][CH:3]=1.[CH3:28][S:29](Cl)(=[O:31])=[O:30]. The catalyst is N1C=CC=CC=1. The product is [CH2:1]([C@H:8]1[CH2:9][N:10]([C:14]2[CH:19]=[CH:18][C:17]([O:20][CH3:21])=[C:16]([O:22][CH:23]3[CH2:27][CH2:26][CH2:25][CH2:24]3)[CH:15]=2)[CH2:11][CH2:12][N:13]1[S:29]([CH3:28])(=[O:31])=[O:30])[C:2]1[CH:3]=[CH:4][CH:5]=[CH:6][CH:7]=1. The yield is 0.910. (2) The reactants are [CH3:1][C:2]([C:5]1[CH:13]=[C:9]([C:10]([OH:12])=O)[C:8]([OH:14])=[CH:7][CH:6]=1)([CH3:4])[CH3:3].[F:15][C:16]([F:29])([F:28])[C:17]1[CH:18]=[C:19]([CH:21]=[C:22]([C:24]([F:27])([F:26])[F:25])[CH:23]=1)[NH2:20]. No catalyst specified. The product is [F:15][C:16]([F:28])([F:29])[C:17]1[CH:18]=[C:19]([NH:20][C:10](=[O:12])[C:9]2[CH:13]=[C:5]([C:2]([CH3:1])([CH3:3])[CH3:4])[CH:6]=[CH:7][C:8]=2[OH:14])[CH:21]=[C:22]([C:24]([F:25])([F:27])[F:26])[CH:23]=1. The yield is 0.538. (3) The reactants are [NH4+].[Br-].[C:3]1([NH2:10])[CH:8]=[CH:7][CH:6]=[CH:5][C:4]=1[NH2:9].[CH:11](=O)[C:12]1[CH:17]=[CH:16][C:15]([O:18][CH3:19])=[CH:14][CH:13]=1. The catalyst is CO. The product is [CH3:19][O:18][C:15]1[CH:16]=[CH:17][C:12]([CH2:11][N:9]2[C:4]3[CH:5]=[CH:6][CH:7]=[CH:8][C:3]=3[N:10]=[C:11]2[C:12]2[CH:17]=[CH:16][C:15]([O:18][CH3:19])=[CH:14][CH:13]=2)=[CH:13][CH:14]=1. The yield is 0.380.